From a dataset of Full USPTO retrosynthesis dataset with 1.9M reactions from patents (1976-2016). Predict the reactants needed to synthesize the given product. (1) Given the product [CH:14]1([N:1]2[C:9]3[C:4](=[CH:5][CH:6]=[CH:7][CH:8]=3)[C:3]([C:10]([O:12][CH3:13])=[O:11])=[N:2]2)[CH2:19][CH2:18][CH2:17][CH2:16][CH2:15]1, predict the reactants needed to synthesize it. The reactants are: [NH:1]1[C:9]2[C:4](=[CH:5][CH:6]=[CH:7][CH:8]=2)[C:3]([C:10]([O:12][CH3:13])=[O:11])=[N:2]1.[CH:14]1(O)[CH2:19][CH2:18][CH2:17][CH2:16][CH2:15]1.C1(P(C2C=CC=CC=2)C2C=CC=CC=2)C=CC=CC=1.C1(C)C=CC=CC=1.N(C(OCC)=O)=NC(OCC)=O. (2) The reactants are: [CH3:1][C:2]1[O:3][C:4]([C:8]([OH:10])=O)=[C:5]([CH3:7])[N:6]=1.O1CCCC1.S(Cl)(Cl)=O.[NH2:20][C:21]1[CH:22]=[C:23]([CH:40]=[CH:41][C:42]=1[Cl:43])[O:24][C:25]1[CH:26]=[CH:27][C:28]2[N:29]([N:31]=[C:32]([NH:34][C:35]([CH:37]3[CH2:39][CH2:38]3)=[O:36])[N:33]=2)[CH:30]=1. Given the product [Cl:43][C:42]1[CH:41]=[CH:40][C:23]([O:24][C:25]2[CH:26]=[CH:27][C:28]3[N:29]([N:31]=[C:32]([NH:34][C:35]([CH:37]4[CH2:39][CH2:38]4)=[O:36])[N:33]=3)[CH:30]=2)=[CH:22][C:21]=1[NH:20][C:8]([C:4]1[O:3][C:2]([CH3:1])=[N:6][C:5]=1[CH3:7])=[O:10], predict the reactants needed to synthesize it. (3) Given the product [CH3:1][C:2]1[S:6][C:5]([C:7]2[CH:8]=[CH:9][CH:10]=[CH:11][CH:12]=2)=[N:4][C:3]=1[CH2:13][O:14][C:15]1[CH:19]=[C:18]([CH2:20][OH:21])[O:17][N:16]=1, predict the reactants needed to synthesize it. The reactants are: [CH3:1][C:2]1[S:6][C:5]([C:7]2[CH:12]=[CH:11][CH:10]=[CH:9][CH:8]=2)=[N:4][C:3]=1[CH2:13][O:14][C:15]1[CH:19]=[C:18]([C:20](OC)=[O:21])[O:17][N:16]=1.[H-].C([Al+]CC(C)C)C(C)C.O.O.O.O.O.O.O.O.O.O.[O-]S([O-])(=O)=O.[Na+].[Na+]. (4) Given the product [Br:1][C:2]1[CH:3]=[CH:4][C:5]2[O:12][CH2:13][CH:14]([CH2:15][OH:16])[NH:17][C:18](=[O:20])[C:6]=2[CH:11]=1, predict the reactants needed to synthesize it. The reactants are: [Br:1][C:2]1[CH:3]=[CH:4][C:5]([O:12][CH2:13][CH:14]([NH:17][C:18]([O:20]C(C)(C)C)=O)[CH2:15][OH:16])=[C:6]([CH:11]=1)C(OC)=O.C(O)(C(F)(F)F)=O.C(N(CC)CC)C. (5) Given the product [CH3:1][C:2]1([CH3:17])[CH:11]([CH3:18])[C:10](=[O:12])[C:9]2[C:4](=[CH:5][CH:6]=[C:7]([C:13]([O:15][CH3:16])=[O:14])[CH:8]=2)[O:3]1, predict the reactants needed to synthesize it. The reactants are: [CH3:1][C:2]1([CH3:17])[CH2:11][C:10](=[O:12])[C:9]2[C:4](=[CH:5][CH:6]=[C:7]([C:13]([O:15][CH3:16])=[O:14])[CH:8]=2)[O:3]1.[CH2:18]1COCC1.C[Si]([N-][Si](C)(C)C)(C)C.[Li+].C1COCC1.CI. (6) Given the product [OH:16][C:6]1[C:5]([OH:4])=[CH:10][C:9]([C:11]#[N:12])=[C:8]([C:26]2[CH:27]=[CH:28][C:23]([CH:20]([CH3:22])[CH3:21])=[CH:24][CH:25]=2)[C:7]=1[C:14]#[N:15], predict the reactants needed to synthesize it. The reactants are: C([O:4][C:5]1[CH:10]=[C:9]([C:11]#[N:12])[C:8](Br)=[C:7]([C:14]#[N:15])[C:6]=1[O:16]C(=O)C)(=O)C.[CH:20]([C:23]1[CH:28]=[CH:27][C:26](B(O)O)=[CH:25][CH:24]=1)([CH3:22])[CH3:21]. (7) Given the product [Br:1][C:2]1[N:7]=[C:6]([NH:8][CH2:16][CH:17]2[CH2:22][O:21][C:20]([CH3:24])([CH3:23])[CH2:19][O:18]2)[CH:5]=[CH:4][CH:3]=1, predict the reactants needed to synthesize it. The reactants are: [Br:1][C:2]1[N:7]=[C:6]([NH2:8])[CH:5]=[CH:4][CH:3]=1.[H-].[Na+].CS(O[CH2:16][CH:17]1[CH2:22][O:21][C:20]([CH3:24])([CH3:23])[CH2:19][O:18]1)(=O)=O.NC1C=CC=CN=1.